Dataset: Catalyst prediction with 721,799 reactions and 888 catalyst types from USPTO. Task: Predict which catalyst facilitates the given reaction. (1) Reactant: [CH3:1][O:2][C:3](=[O:47])[C:4]1[CH:9]=[CH:8][C:7]([O:10][CH2:11][CH2:12][C:13]2[C:21]3[C:16](=[CH:17][CH:18]=[C:19]([Cl:22])[CH:20]=3)[N:15]([CH:23]([C:30]3[CH:35]=[CH:34][CH:33]=[CH:32][CH:31]=3)[C:24]3[CH:29]=[CH:28][CH:27]=[CH:26][CH:25]=3)[C:14]=2[CH2:36][CH2:37]OS(C)(=O)=O)=[CH:6][C:5]=1[O:43][CH:44]([CH3:46])[CH3:45].[N-:48]=[N+:49]=[N-:50].[Na+].O. Product: [CH3:1][O:2][C:3](=[O:47])[C:4]1[CH:9]=[CH:8][C:7]([O:10][CH2:11][CH2:12][C:13]2[C:21]3[C:16](=[CH:17][CH:18]=[C:19]([Cl:22])[CH:20]=3)[N:15]([CH:23]([C:30]3[CH:31]=[CH:32][CH:33]=[CH:34][CH:35]=3)[C:24]3[CH:25]=[CH:26][CH:27]=[CH:28][CH:29]=3)[C:14]=2[CH2:36][CH2:37][N:48]=[N+:49]=[N-:50])=[CH:6][C:5]=1[O:43][CH:44]([CH3:46])[CH3:45]. The catalyst class is: 3. (2) Reactant: [Cl:1][C:2]1[S:6][C:5]([C:7]([OH:9])=O)=[CH:4][CH:3]=1.C(N(CC)CC)C.F[P-](F)(F)(F)(F)F.N1(O[P+](N(C)C)(N(C)C)N(C)C)C2C=CC=CC=2N=N1.[NH2:44][CH2:45][C:46]1[N:47]=[CH:48][N:49]([C:51]2[CH:56]=[CH:55][C:54]([N:57]3[CH2:62][CH2:61][CH2:60][CH2:59][C:58]3=[O:63])=[CH:53][CH:52]=2)[CH:50]=1. Product: [Cl:1][C:2]1[S:6][C:5]([C:7]([NH:44][CH2:45][C:46]2[N:47]=[CH:48][N:49]([C:51]3[CH:52]=[CH:53][C:54]([N:57]4[CH2:62][CH2:61][CH2:60][CH2:59][C:58]4=[O:63])=[CH:55][CH:56]=3)[CH:50]=2)=[O:9])=[CH:4][CH:3]=1. The catalyst class is: 3.